Dataset: Drug-target binding data from BindingDB using Ki measurements. Task: Regression. Given a target protein amino acid sequence and a drug SMILES string, predict the binding affinity score between them. We predict pKi (pKi = -log10(Ki in M); higher means stronger inhibition). Dataset: bindingdb_ki. (1) The drug is C=CCN1CC[C@]23c4c5ccc(O)c4O[C@H]2C(=O)CC[C@@]3(O)[C@H]1C5. The target protein sequence is MESPIQIFRGEPGPTCAPSACLLPNSSSWFPNWAESDSNGSVGSEDQQLEPAHISPAIPVIITAVYSVVFVVGLVGNSLVMFVIIRYTKMKTATNIYIFNLALADALVTTTMPFQSAVYLMNSWPFGDVLCKIVISIDYYNMFTSIFTLTMMSVDRYIAVCHPVKALDFRTPLKAKIINICIWLLASSVGISAIVLGGTKVREDVDVIECSLQFPDDEYSWWDLFMKICVFVFAFVIPVLIIIVCYTLMILRLKSVRLLSGSREKDRNLRRITKLVLVVVAVFIICWTPIHIFILVEALGSTSHSTAVLSSYYFCIALGYTNSSLNPVLYAFLDENFKRCFRDFCFPIKMRMERQSTNRVRNTVQDPASMRDVGGMNKPV. The pKi is 8.3. (2) The drug is O=C(O)[C@H]1O[C@@H](Oc2cc3oc(-c4ccc(O)cc4)cc(=O)c3c(O)c2O)[C@H](O)[C@@H](O)[C@@H]1O. The target protein (Q9HAW8) has sequence MARAGWTSPVPLCVCLLLTCGFAEAGKLLVVPMDGSHWFTMQSVVEKLILRGHEVVVVMPEVSWQLERSLNCTVKTYSTSYTLEDQNREFMVFAHAQWKAQAQSIFSLLMSSSSGFLDLFFSHCRSLFNDRKLVEYLKESSFDAVFLDPFDTCGLIVAKYFSLPSVVFTRGIFCHHLEEGAQCPAPLSYVPNDLLGFSDAMTFKERVWNHIVHLEDHLFCQYLFRNALEIASEILQTPVTAYDLYSHTSIWLLRTDFVLDYPKPVMPNMIFIGGINCHQGKPLPMEFEAYINASGEHGIVVFSLGSMVSEIPEKKAMAIADALGKIPQTVLWRYTGTRPSNLANNTILVKWLPQNDLLGHPMTRAFITHAGSHGVYESICNGVPMVMMPLFGDQMDNAKRMETKGAGVTLNVLEMTSEDLENALKAVINDKSYKENIMRLSSLHKDRPVEPLDLAVFWVEFVMRHKGAPHLRPAAHDLTWYQYHSLDVIGFLLAVVLTVA.... The pKi is 3.7.